This data is from Reaction yield outcomes from USPTO patents with 853,638 reactions. The task is: Predict the reaction yield, written as a fraction of the theoretical maximum amount of product (1.0 means a 100% yield; for example, 0.34 means a 34% yield). (1) The reactants are [Br:1][C:2]1[CH:3]=[C:4]([S:8][C:9]2[N:13]([C:14]3[CH:19]=[CH:18][CH:17]=[CH:16][C:15]=3[Cl:20])[N:12]=[C:11]([C:21]([O:23]CC)=O)[CH:10]=2)[CH:5]=[CH:6][CH:7]=1.[CH3:26][NH2:27].CO. The catalyst is CO. The product is [Br:1][C:2]1[CH:3]=[C:4]([S:8][C:9]2[N:13]([C:14]3[CH:19]=[CH:18][CH:17]=[CH:16][C:15]=3[Cl:20])[N:12]=[C:11]([C:21]([NH:27][CH3:26])=[O:23])[CH:10]=2)[CH:5]=[CH:6][CH:7]=1. The yield is 0.900. (2) The reactants are C(N(CC)CC[OH:6])C.[CH:9]([N:12]([CH:15]([CH3:17])C)[CH2:13][CH3:14])([CH3:11])C.CS(Cl)(=O)=O.C([NH:26][C@:27]1([C:44](NC(C)(C)C)=[O:45])[C@@H:31]([CH2:32][CH2:33][CH2:34][B:35]2[O:39]C(C)(C)C(C)(C)[O:36]2)[CH2:30][NH:29][CH2:28]1)(=O)C. The catalyst is C(#N)C. The product is [NH2:26][C@:27]1([C:44]([OH:45])=[O:6])[C@@H:31]([CH2:32][CH2:33][CH2:34][B:35]([OH:36])[OH:39])[CH2:30][N:29]([CH2:17][CH2:15][N:12]([CH2:9][CH3:11])[CH2:13][CH3:14])[CH2:28]1. The yield is 0.570. (3) The reactants are O.O.O.O.O.O.[NH:7]1[CH2:12][CH2:11][NH:10][CH2:9][CH2:8]1.Cl.[O:14]1[CH:18]=[CH:17][CH:16]=[C:15]1[C:19](Cl)=[O:20].[OH-].[Na+]. The catalyst is O. The product is [O:14]1[CH:18]=[CH:17][CH:16]=[C:15]1[C:19]([N:7]1[CH2:12][CH2:11][NH:10][CH2:9][CH2:8]1)=[O:20]. The yield is 0.600. (4) The reactants are Cl[C:2]1[C:11]([CH:12]=[O:13])=[CH:10][C:9]2[C:4](=[CH:5][C:6]([O:15][CH2:16][C:17]3[CH:22]=[CH:21][CH:20]=[CH:19][N:18]=3)=[C:7]([Cl:14])[CH:8]=2)[N:3]=1.[OH2:23]. The catalyst is Cl. The product is [Cl:14][C:7]1[CH:8]=[C:9]2[C:4](=[CH:5][C:6]=1[O:15][CH2:16][C:17]1[CH:22]=[CH:21][CH:20]=[CH:19][N:18]=1)[NH:3][C:2](=[O:23])[C:11]([CH:12]=[O:13])=[CH:10]2. The yield is 0.830. (5) The reactants are [CH3:1][N:2]1[C:6]2[CH:7]=[CH:8][CH:9]=[CH:10][C:5]=2[N:4]=[C:3]1[CH:11]=O.[C:13]12([NH2:23])[CH2:22][CH:17]3[CH2:18][CH:19]([CH2:21][CH:15]([CH2:16]3)[CH2:14]1)[CH2:20]2. No catalyst specified. The product is [C:13]12([NH:23][CH2:11][C:3]3[N:2]([CH3:1])[C:6]4[CH:7]=[CH:8][CH:9]=[CH:10][C:5]=4[N:4]=3)[CH2:20][CH:19]3[CH2:18][CH:17]([CH2:16][CH:15]([CH2:21]3)[CH2:14]1)[CH2:22]2. The yield is 0.710. (6) The reactants are [Cl:1][C:2]1[CH:3]=[C:4]([N+:13]([O-:15])=[O:14])[C:5]([CH3:12])=[C:6]([CH:11]=1)[C:7]([O:9][CH3:10])=[O:8].C1C(=O)N([Br:23])C(=O)C1.O. The catalyst is C(Cl)(Cl)(Cl)Cl. The product is [Br:23][CH2:12][C:5]1[C:4]([N+:13]([O-:15])=[O:14])=[CH:3][C:2]([Cl:1])=[CH:11][C:6]=1[C:7]([O:9][CH3:10])=[O:8]. The yield is 0.870. (7) The reactants are [F:1][C:2]1[C:3]([NH:27][C:28]2[CH:33]=[CH:32][C:31]([I:34])=[CH:30][C:29]=2[F:35])=[C:4]([C:9]([N:11]2[CH2:14][C:13]([CH2:16][N:17]([CH2:25][CH3:26])C(=O)OC(C)(C)C)([F:15])[CH2:12]2)=[O:10])[CH:5]=[CH:6][C:7]=1[F:8].Cl. The catalyst is C(#N)C.O1CCOCC1. The product is [CH2:25]([NH:17][CH2:16][C:13]1([F:15])[CH2:14][N:11]([C:9]([C:4]2[C:3]([NH:27][C:28]3[CH:33]=[CH:32][C:31]([I:34])=[CH:30][C:29]=3[F:35])=[C:2]([F:1])[C:7]([F:8])=[CH:6][CH:5]=2)=[O:10])[CH2:12]1)[CH3:26]. The yield is 0.270. (8) The reactants are [CH:1]1([CH2:4][C:5]2[CH:10]=[C:9]([C:11]([F:14])([F:13])[F:12])[CH:8]=[CH:7][C:6]=2[O:15]C)[CH2:3][CH2:2]1.B(Cl)(Cl)Cl. The catalyst is C(Cl)Cl.[N+](CCCC)(CCCC)(CCCC)CCCC.[I-]. The product is [CH:1]1([CH2:4][C:5]2[CH:10]=[C:9]([C:11]([F:13])([F:14])[F:12])[CH:8]=[CH:7][C:6]=2[OH:15])[CH2:3][CH2:2]1. The yield is 0.630. (9) The reactants are Cl[C:2]1[CH:7]=[CH:6][C:5]([C:8]([F:11])([F:10])[F:9])=[CH:4][CH:3]=1.[NH:12]1[CH2:17][CH2:16][O:15][CH2:14][CH2:13]1.CC([O-])(C)C.[Na+].C(Cl)(Cl)Cl. The catalyst is C1(C)C=CC=CC=1.C1C=CC(/C=C/C(/C=C/C2C=CC=CC=2)=O)=CC=1.C1C=CC(/C=C/C(/C=C/C2C=CC=CC=2)=O)=CC=1.C1C=CC(/C=C/C(/C=C/C2C=CC=CC=2)=O)=CC=1.[Pd].[Pd].C1(P(C2C=CC=CC=2)C2[C-](N(C)C)C=CC=2)C=CC=CC=1.[CH-]1C=CC=C1.[Fe+2]. The product is [F:9][C:8]([F:11])([F:10])[C:5]1[CH:6]=[CH:7][C:2]([N:12]2[CH2:17][CH2:16][O:15][CH2:14][CH2:13]2)=[CH:3][CH:4]=1. The yield is 0.770. (10) The reactants are [C:1]1([S:7]([N:10]2[C:14]3[N:15]=[CH:16][N:17]=[C:18]([N:19]4[CH2:24][CH2:23][CH2:22][CH2:21][CH2:20]4)[C:13]=3[C:12](I)=[CH:11]2)(=[O:9])=[O:8])[CH:6]=[CH:5][CH:4]=[CH:3][CH:2]=1.C(N(CC)CC)C.[CH2:33]([Si:35]([C:40]#[CH:41])([CH2:38][CH3:39])[CH2:36][CH3:37])[CH3:34].O. The catalyst is CN(C=O)C.[Cu]I.C1C=CC([P]([Pd]([P](C2C=CC=CC=2)(C2C=CC=CC=2)C2C=CC=CC=2)([P](C2C=CC=CC=2)(C2C=CC=CC=2)C2C=CC=CC=2)[P](C2C=CC=CC=2)(C2C=CC=CC=2)C2C=CC=CC=2)(C2C=CC=CC=2)C2C=CC=CC=2)=CC=1. The product is [C:1]1([S:7]([N:10]2[C:14]3[N:15]=[CH:16][N:17]=[C:18]([N:19]4[CH2:24][CH2:23][CH2:22][CH2:21][CH2:20]4)[C:13]=3[C:12]([C:34]#[C:33][Si:35]([CH2:40][CH3:41])([CH2:38][CH3:39])[CH2:36][CH3:37])=[CH:11]2)(=[O:9])=[O:8])[CH:6]=[CH:5][CH:4]=[CH:3][CH:2]=1. The yield is 0.890.